Regression. Given two drug SMILES strings and cell line genomic features, predict the synergy score measuring deviation from expected non-interaction effect. From a dataset of NCI-60 drug combinations with 297,098 pairs across 59 cell lines. (1) Drug 1: CC1=CC=C(C=C1)C2=CC(=NN2C3=CC=C(C=C3)S(=O)(=O)N)C(F)(F)F. Drug 2: C1C(C(OC1N2C=NC3=C(N=C(N=C32)Cl)N)CO)O. Cell line: CAKI-1. Synergy scores: CSS=39.7, Synergy_ZIP=1.31, Synergy_Bliss=-0.169, Synergy_Loewe=-29.8, Synergy_HSA=-0.423. (2) Drug 1: C1C(C(OC1N2C=C(C(=O)NC2=O)F)CO)O. Drug 2: C1C(C(OC1N2C=NC(=NC2=O)N)CO)O. Cell line: NCI-H522. Synergy scores: CSS=12.8, Synergy_ZIP=-4.81, Synergy_Bliss=-1.69, Synergy_Loewe=0.0747, Synergy_HSA=1.46. (3) Drug 1: CC1=C2C(C(=O)C3(C(CC4C(C3C(C(C2(C)C)(CC1OC(=O)C(C(C5=CC=CC=C5)NC(=O)C6=CC=CC=C6)O)O)OC(=O)C7=CC=CC=C7)(CO4)OC(=O)C)O)C)OC(=O)C. Drug 2: C1CC(CCC1OC2=C(C(=CC=C2)Cl)F)(CC3=NC(=CC=C3)NC4=NC=CS4)C(=O)O. Cell line: OVCAR3. Synergy scores: CSS=69.9, Synergy_ZIP=7.31, Synergy_Bliss=6.50, Synergy_Loewe=-6.69, Synergy_HSA=8.95. (4) Drug 1: C1=NC2=C(N=C(N=C2N1C3C(C(C(O3)CO)O)O)F)N. Drug 2: CC1C(C(CC(O1)OC2CC(CC3=C2C(=C4C(=C3O)C(=O)C5=C(C4=O)C(=CC=C5)OC)O)(C(=O)CO)O)N)O.Cl. Cell line: MALME-3M. Synergy scores: CSS=25.4, Synergy_ZIP=-4.95, Synergy_Bliss=-2.42, Synergy_Loewe=-20.3, Synergy_HSA=-0.509. (5) Drug 1: CS(=O)(=O)OCCCCOS(=O)(=O)C. Drug 2: CC(C)(C#N)C1=CC(=CC(=C1)CN2C=NC=N2)C(C)(C)C#N. Cell line: SF-295. Synergy scores: CSS=4.87, Synergy_ZIP=-2.05, Synergy_Bliss=-2.09, Synergy_Loewe=-3.47, Synergy_HSA=-3.72. (6) Drug 1: CS(=O)(=O)CCNCC1=CC=C(O1)C2=CC3=C(C=C2)N=CN=C3NC4=CC(=C(C=C4)OCC5=CC(=CC=C5)F)Cl. Drug 2: CS(=O)(=O)OCCCCOS(=O)(=O)C. Cell line: SR. Synergy scores: CSS=45.5, Synergy_ZIP=-0.783, Synergy_Bliss=1.80, Synergy_Loewe=-0.115, Synergy_HSA=0.0245. (7) Drug 1: CN1CCC(CC1)COC2=C(C=C3C(=C2)N=CN=C3NC4=C(C=C(C=C4)Br)F)OC. Drug 2: C#CCC(CC1=CN=C2C(=N1)C(=NC(=N2)N)N)C3=CC=C(C=C3)C(=O)NC(CCC(=O)O)C(=O)O. Cell line: NCI-H322M. Synergy scores: CSS=32.6, Synergy_ZIP=-0.664, Synergy_Bliss=-1.41, Synergy_Loewe=-1.14, Synergy_HSA=-1.14. (8) Drug 1: C1CCN(CC1)CCOC2=CC=C(C=C2)C(=O)C3=C(SC4=C3C=CC(=C4)O)C5=CC=C(C=C5)O. Drug 2: CN(C)N=NC1=C(NC=N1)C(=O)N. Cell line: EKVX. Synergy scores: CSS=-3.13, Synergy_ZIP=-1.39, Synergy_Bliss=-6.19, Synergy_Loewe=-5.73, Synergy_HSA=-6.58. (9) Drug 1: CC1=CC=C(C=C1)C2=CC(=NN2C3=CC=C(C=C3)S(=O)(=O)N)C(F)(F)F. Drug 2: CC1=C(C(=CC=C1)Cl)NC(=O)C2=CN=C(S2)NC3=CC(=NC(=N3)C)N4CCN(CC4)CCO. Cell line: HCT-15. Synergy scores: CSS=4.58, Synergy_ZIP=1.42, Synergy_Bliss=3.80, Synergy_Loewe=-5.29, Synergy_HSA=-3.17.